Dataset: Reaction yield outcomes from USPTO patents with 853,638 reactions. Task: Predict the reaction yield, written as a fraction of the theoretical maximum amount of product (1.0 means a 100% yield; for example, 0.34 means a 34% yield). (1) The reactants are [CH3:1][O:2][C:3]([NH:5][C@H:6]([C:10]([N:12]1[CH2:16][C@@H:15]([CH2:17][O:18][CH3:19])[CH2:14][C@H:13]1[C:20]1[NH:24][C:23]2[C:25]3[C:30]([CH:31]=[CH:32][C:22]=2[N:21]=1)=[CH:29][C:28]1[C:33]2[C:38]([CH2:39][O:40][C:27]=1[CH:26]=3)=[CH:37][C:36]([C:41]1[NH:45][C:44]([C@@H:46]3[CH2:50][CH2:49][CH2:48][N:47]3C(OC(C)(C)C)=O)=[N:43][CH:42]=1)=[CH:35][CH:34]=2)=[O:11])[CH:7]([CH3:9])C)=[O:4].Cl.[CH3:59][O:60][C:61]([NH:63][C@H:64]([C:68]1[CH:73]=[CH:72][CH:71]=[CH:70][CH:69]=1)[C:65]([OH:67])=O)=[O:62].CCN(C(C)C)C(C)C.C[CH2:84][O:85]C(C(C#N)=NOC(N1CCOCC1)=[N+](C)C)=O.F[P-](F)(F)(F)(F)F. The catalyst is C(Cl)Cl.CO.CN(C=O)C.[Li+].[OH-]. The product is [CH3:1][O:2][C:3]([NH:5][C@@H:6]([CH:7]([O:85][CH3:84])[CH3:9])[C:10]([N:12]1[CH2:16][C@@H:15]([CH2:17][O:18][CH3:19])[CH2:14][C@H:13]1[C:20]1[NH:24][C:23]2[C:25]3[C:30]([CH:31]=[CH:32][C:22]=2[N:21]=1)=[CH:29][C:28]1[C:33]2[C:38]([CH2:39][O:40][C:27]=1[CH:26]=3)=[CH:37][C:36]([C:41]1[NH:45][C:44]([C@@H:46]3[CH2:50][CH2:49][CH2:48][N:47]3[C:65](=[O:67])[C@H:64]([NH:63][C:61](=[O:62])[O:60][CH3:59])[C:68]3[CH:73]=[CH:72][CH:71]=[CH:70][CH:69]=3)=[N:43][CH:42]=1)=[CH:35][CH:34]=2)=[O:11])=[O:4]. The yield is 0.610. (2) The product is [Cl:2][C:3]1[CH:4]=[C:5]([N:10]2[C:22]3[CH2:23][CH2:24][CH2:25][C:26](=[O:27])[C:21]=3[CH:20]=[N:11]2)[CH:6]=[CH:7][C:8]=1[Cl:9]. The reactants are Cl.[Cl:2][C:3]1[CH:4]=[C:5]([NH:10][NH2:11])[CH:6]=[CH:7][C:8]=1[Cl:9].C([O-])(=O)C.[Na+].CN([CH:20]=[C:21]1[C:26](=[O:27])[CH2:25][CH2:24][CH2:23][C:22]1=O)C. The catalyst is CCCCO.C(O)(=O)C. The yield is 0.560. (3) The reactants are [CH3:1][O:2][C:3]([C:5]1[CH:6]=[C:7]([CH:11]=[CH:12][CH:13]=1)[C:8]([OH:10])=O)=[O:4].C(Cl)(=O)C(Cl)=O.N1C=CC=CC=1.[F:26][C:27]1[CH:33]=[CH:32][CH:31]=[C:30]([F:34])[C:28]=1[NH2:29].Cl. The catalyst is ClCCl.CN(C=O)C. The product is [F:26][C:27]1[CH:33]=[CH:32][CH:31]=[C:30]([F:34])[C:28]=1[NH:29][C:8]([C:7]1[CH:6]=[C:5]([CH:13]=[CH:12][CH:11]=1)[C:3]([O:2][CH3:1])=[O:4])=[O:10]. The yield is 0.840.